From a dataset of Full USPTO retrosynthesis dataset with 1.9M reactions from patents (1976-2016). Predict the reactants needed to synthesize the given product. (1) Given the product [C:15]([O:19][C:20]([N:22]1[CH2:27][CH2:26][N:25]([CH2:11][C:9]2[CH:10]=[C:5]([C:4]([O:3][CH2:1][CH3:2])=[O:14])[CH:6]=[C:7]([Br:13])[CH:8]=2)[CH2:24][CH2:23]1)=[O:21])([CH3:18])([CH3:16])[CH3:17], predict the reactants needed to synthesize it. The reactants are: [CH2:1]([O:3][C:4](=[O:14])[C:5]1[CH:10]=[C:9]([CH2:11]Br)[CH:8]=[C:7]([Br:13])[CH:6]=1)[CH3:2].[C:15]([O:19][C:20]([N:22]1[CH2:27][CH2:26][NH:25][CH2:24][CH2:23]1)=[O:21])([CH3:18])([CH3:17])[CH3:16]. (2) Given the product [CH2:1]([O:3][C:4](=[O:18])[CH:5]([O:15][CH2:16][CH3:17])[CH2:6][C:7]1[CH:12]=[CH:11][C:10]([O:13][CH:27]([C:29]2[S:33][C:32]([C:34]3[CH:39]=[CH:38][C:37]([C:40]([F:41])([F:43])[F:42])=[CH:36][CH:35]=3)=[N:31][C:30]=2[CH3:44])[CH2:26][CH2:25][CH:20]2[O:19][CH2:24][CH2:23][CH2:22][O:21]2)=[CH:9][C:8]=1[CH3:14])[CH3:2], predict the reactants needed to synthesize it. The reactants are: [CH2:1]([O:3][C:4](=[O:18])[CH:5]([O:15][CH2:16][CH3:17])[CH2:6][C:7]1[CH:12]=[CH:11][C:10]([OH:13])=[CH:9][C:8]=1[CH3:14])[CH3:2].[O:19]1[CH2:24][CH2:23][CH2:22][O:21][CH:20]1[CH2:25][CH2:26][CH:27]([C:29]1[S:33][C:32]([C:34]2[CH:39]=[CH:38][C:37]([C:40]([F:43])([F:42])[F:41])=[CH:36][CH:35]=2)=[N:31][C:30]=1[CH3:44])O.C(P(CCCC)CCCC)CCC.CN(C)C(N=NC(N(C)C)=O)=O. (3) Given the product [Cl:1][C:2]1[CH:7]=[CH:6][C:5]([C:8]2[N:12]([CH2:74][C:75]3[CH:82]=[CH:81][C:78]([C:79]#[N:80])=[CH:77][C:76]=3[F:83])[C:11]3[CH:25]=[C:26]([F:30])[C:27]([F:29])=[CH:28][C:10]=3[N:9]=2)=[C:4]([O:31][CH3:32])[CH:3]=1, predict the reactants needed to synthesize it. The reactants are: [Cl:1][C:2]1[CH:7]=[CH:6][C:5]([C:8]2[N:12](CC3C=CC(CCC(O)=O)=CC=3)[C:11]3[CH:25]=[C:26]([F:30])[C:27]([F:29])=[CH:28][C:10]=3[N:9]=2)=[C:4]([O:31][CH2:32]C2CCCC2)[CH:3]=1.ClC1C=CC(C2N(CC3C=C(C=CC=3)C(O)=O)C3C=C(F)C(F)=CC=3N=2)=C(OCC2CCCC2)C=1.Br[CH2:74][C:75]1[CH:82]=[CH:81][C:78]([C:79]#[N:80])=[CH:77][C:76]=1[F:83]. (4) The reactants are: Br[C:2]1[CH:7]=[CH:6][N:5]2[N:8]=[CH:9][C:10]([C:11]([N:13]([CH2:23][C:24]3[CH:29]=[CH:28][C:27]([O:30][CH3:31])=[CH:26][CH:25]=3)[CH2:14][C:15]3[CH:20]=[CH:19][C:18]([O:21][CH3:22])=[CH:17][CH:16]=3)=[O:12])=[C:4]2[CH:3]=1.CC1(C)C2C(=C(P(C3C=CC=CC=3)C3C=CC=CC=3)C=CC=2)OC2C(P(C3C=CC=CC=3)C3C=CC=CC=3)=CC=CC1=2.C(=O)([O-])[O-].[Cs+].[Cs+].[F:80][C:81]1[CH:82]=[C:83]([CH:86]=[C:87]([C@H:89]2[CH2:93][C@H:92]([F:94])[CH2:91][NH:90]2)[CH:88]=1)[C:84]#[N:85]. Given the product [C:84]([C:83]1[CH:86]=[C:87]([C@H:89]2[CH2:93][C@H:92]([F:94])[CH2:91][N:90]2[C:2]2[CH:7]=[CH:6][N:5]3[N:8]=[CH:9][C:10]([C:11]([N:13]([CH2:23][C:24]4[CH:29]=[CH:28][C:27]([O:30][CH3:31])=[CH:26][CH:25]=4)[CH2:14][C:15]4[CH:20]=[CH:19][C:18]([O:21][CH3:22])=[CH:17][CH:16]=4)=[O:12])=[C:4]3[CH:3]=2)[CH:88]=[C:81]([F:80])[CH:82]=1)#[N:85], predict the reactants needed to synthesize it. (5) Given the product [Br:1][C:2]1[CH:10]=[C:9]2[C:5]([C:6]([CH:34]([OH:39])[C:35]([F:36])([F:37])[F:38])=[CH:7][N:8]2[S:11]([C:14]2[CH:19]=[CH:18][C:17]([O:20][CH3:21])=[C:16]([N:22]3[CH2:27][CH2:26][NH:25][CH2:24][CH2:23]3)[CH:15]=2)(=[O:13])=[O:12])=[CH:4][CH:3]=1, predict the reactants needed to synthesize it. The reactants are: [Br:1][C:2]1[CH:10]=[C:9]2[C:5]([C:6]([C:34](=[O:39])[C:35]([F:38])([F:37])[F:36])=[CH:7][N:8]2[S:11]([C:14]2[CH:19]=[CH:18][C:17]([O:20][CH3:21])=[C:16]([N:22]3[CH2:27][CH2:26][N:25](C(=O)C(F)(F)F)[CH2:24][CH2:23]3)[CH:15]=2)(=[O:13])=[O:12])=[CH:4][CH:3]=1.[BH4-].[Na+]. (6) Given the product [CH2:33]([S:30]([N:27]1[CH2:28][CH2:29][N:24]([C:21]2[CH:22]=[CH:23][C:18]([N:11]3[C:12]4[C:17](=[CH:16][CH:15]=[CH:14][CH:13]=4)[NH:8][CH2:9][CH2:10]3)=[N:19][CH:20]=2)[CH2:25][CH2:26]1)(=[O:32])=[O:31])[CH3:34], predict the reactants needed to synthesize it. The reactants are: C(OC([N:8]1[C:17]2[C:12](=[CH:13][CH:14]=[CH:15][CH:16]=2)[N:11]([C:18]2[CH:23]=[CH:22][C:21]([N:24]3[CH2:29][CH2:28][N:27]([S:30]([CH2:33][CH3:34])(=[O:32])=[O:31])[CH2:26][CH2:25]3)=[CH:20][N:19]=2)[CH2:10][CH2:9]1)=O)(C)(C)C.Cl. (7) The reactants are: [N:1]1([C:5]([CH:7]2[CH2:12][CH2:11][N:10]([CH:13]3[CH2:16][N:15](C(C4C=CC=CC=4)C4C=CC=CC=4)[CH2:14]3)[CH2:9][CH2:8]2)=[O:6])[CH2:4][CH2:3][CH2:2]1.C([O-])=O.[NH4+]. Given the product [NH:15]1[CH2:14][CH:13]([N:10]2[CH2:11][CH2:12][CH:7]([C:5]([N:1]3[CH2:2][CH2:3][CH2:4]3)=[O:6])[CH2:8][CH2:9]2)[CH2:16]1, predict the reactants needed to synthesize it. (8) Given the product [Cl:1][C:2]1[N:10]([C:13]2[CH:18]=[CH:17][CH:16]=[CH:15][CH:14]=2)[C:5]2=[N:6][CH:7]=[CH:8][CH:9]=[C:4]2[C:3]=1[CH:11]=[O:12], predict the reactants needed to synthesize it. The reactants are: [Cl:1][C:2]1[NH:10][C:5]2=[N:6][CH:7]=[CH:8][CH:9]=[C:4]2[C:3]=1[CH:11]=[O:12].[C:13]1(B(O)O)[CH:18]=[CH:17][CH:16]=[CH:15][CH:14]=1.C(N(CC)CC)C.N1C=CC=CC=1.